This data is from Catalyst prediction with 721,799 reactions and 888 catalyst types from USPTO. The task is: Predict which catalyst facilitates the given reaction. (1) Reactant: [H-].[Al+3].[Li+].[H-].[H-].[H-].[Cl:7][C:8]1[C:9]([CH3:18])=[C:10]([CH:15]=[CH:16][CH:17]=1)[C:11](OC)=[O:12].O.[OH-].[Na+]. Product: [Cl:7][C:8]1[C:9]([CH3:18])=[C:10]([CH2:11][OH:12])[CH:15]=[CH:16][CH:17]=1. The catalyst class is: 7. (2) Reactant: [OH:1][C:2]1([C:12]#[C:13][C:14]2[CH:23]=[CH:22][CH:21]=[CH:20][C:15]=2[C:16]([O:18]C)=[O:17])[C:7]([CH3:9])([CH3:8])[CH:6]2[CH2:10][C:3]1([CH3:11])[CH2:4][CH2:5]2.O.[OH-].[Na+].Cl. Product: [OH:1][C:2]1([C:12]#[C:13][C:14]2[CH:23]=[CH:22][CH:21]=[CH:20][C:15]=2[C:16]([OH:18])=[O:17])[C:7]([CH3:8])([CH3:9])[CH:6]2[CH2:10][C:3]1([CH3:11])[CH2:4][CH2:5]2. The catalyst class is: 8. (3) Reactant: [Cl:1][C:2]1[CH:3]=[C:4]([CH:9]=[C:10]([Cl:18])[C:11]=1[O:12][CH:13]1[CH2:17][CH2:16][CH2:15][CH2:14]1)[C:5]([O:7]C)=[O:6].[OH-].[Li+].O. Product: [Cl:1][C:2]1[CH:3]=[C:4]([CH:9]=[C:10]([Cl:18])[C:11]=1[O:12][CH:13]1[CH2:17][CH2:16][CH2:15][CH2:14]1)[C:5]([OH:7])=[O:6]. The catalyst class is: 1. (4) Reactant: [CH:1]1([N:6]2[CH2:12][C:11]([F:14])([F:13])[C:10](=[O:15])[N:9]([CH3:16])[C:8]3[CH:17]=[N:18][C:19]([NH:21][C:22]4[CH:30]=[CH:29][C:25]([C:26]([OH:28])=O)=[CH:24][C:23]=4[C:31]([F:34])([F:33])[F:32])=[N:20][C:7]2=3)[CH2:5][CH2:4][CH2:3][CH2:2]1.ON1C2C=CC=CC=2N=N1.F[P-](F)(F)(F)(F)F.CN(C(N(C)C)=[N+]1C2C=CC=CC=2[N+]([O-])=N1)C.C(N(C(C)C)CC)(C)C.[CH3:78][N:79]([CH3:83])[CH2:80][CH2:81][NH2:82]. Product: [CH:1]1([N:6]2[CH2:12][C:11]([F:13])([F:14])[C:10](=[O:15])[N:9]([CH3:16])[C:8]3[CH:17]=[N:18][C:19]([NH:21][C:22]4[CH:30]=[CH:29][C:25]([C:26]([NH:82][CH2:81][CH2:80][N:79]([CH3:83])[CH3:78])=[O:28])=[CH:24][C:23]=4[C:31]([F:34])([F:32])[F:33])=[N:20][C:7]2=3)[CH2:2][CH2:3][CH2:4][CH2:5]1. The catalyst class is: 9. (5) Product: [O:15]1[C:16]2[C:8](=[CH:1][CH:3]=[CH:4][CH:17]=2)[CH2:7][CH2:13][CH2:14]1. The catalyst class is: 27. Reactant: [C:1]1([CH:8]=[CH:7]C(O)=[CH:4][CH:3]=1)O.B(F)(F)F.[CH3:13][CH2:14][O:15][CH2:16][CH3:17].O1CCOCC1. (6) Reactant: N([CH2:4][CH2:5][C:6]1[CH:11]=[C:10]([C:12]2[CH:17]=[CH:16][C:15]([CH3:18])=[CH:14][CH:13]=2)[N:9]=[C:8]([CH2:19][C:20]2[CH:25]=[CH:24][CH:23]=[CH:22][CH:21]=2)[N:7]=1)=[N+]=[N-].[CH3:26][S:27](Cl)(=[O:29])=[O:28].CCN(CC)CC.CC[O:40]C(C)=O. Product: [CH2:19]([C:8]1[N:7]=[C:6]([CH2:5][CH2:4][O:28][S:27]([CH3:26])(=[O:29])=[O:40])[CH:11]=[C:10]([C:12]2[CH:17]=[CH:16][C:15]([CH3:18])=[CH:14][CH:13]=2)[N:9]=1)[C:20]1[CH:25]=[CH:24][CH:23]=[CH:22][CH:21]=1. The catalyst class is: 1. (7) Reactant: [NH2:1][C:2]1([C:6]2[CH:11]=[CH:10][C:9]([C:12]3[N:13]=[C:14]4[CH:19]=[C:18](/[CH:20]=[CH:21]/[C:22]([NH2:24])=[O:23])[CH:17]=[CH:16][N:15]4[C:25]=3[C:26]3[CH:31]=[CH:30][CH:29]=[CH:28][CH:27]=3)=[CH:8][CH:7]=2)[CH2:5][CH2:4][CH2:3]1. Product: [NH2:1][C:2]1([C:6]2[CH:7]=[CH:8][C:9]([C:12]3[N:13]=[C:14]4[CH:19]=[C:18]([CH2:20][CH2:21][C:22]([NH2:24])=[O:23])[CH:17]=[CH:16][N:15]4[C:25]=3[C:26]3[CH:31]=[CH:30][CH:29]=[CH:28][CH:27]=3)=[CH:10][CH:11]=2)[CH2:3][CH2:4][CH2:5]1. The catalyst class is: 43.